This data is from hERG Central: cardiac toxicity at 1µM, 10µM, and general inhibition. The task is: Predict hERG channel inhibition at various concentrations. (1) The drug is COc1ccc(-n2c(Cc3ccccc3)nnc2SCc2ccc([N+](=O)[O-])cc2)cc1. Results: hERG_inhib (hERG inhibition (general)): blocker. (2) The compound is Cc1ccc(S(C)(=O)=O)cc1C(=O)Nc1cccc(S(=O)(=O)N2CCCCCC2)c1. Results: hERG_inhib (hERG inhibition (general)): blocker. (3) The compound is CC(=O)c1ccc(N2CCN(C(=O)C3CCCN(c4ncnc5c4nc4n5CCCCC4)C3)CC2)cc1. Results: hERG_inhib (hERG inhibition (general)): blocker. (4) The compound is COc1ccc(CCN(C)CCCC(C#N)(c2ccc(OC)c(OC)c2)C(C)C)cc1OC.Cl. Results: hERG_inhib (hERG inhibition (general)): blocker. (5) The molecule is CCC(C)NCC(=O)Nc1cc(S(=O)(=O)N(CC)c2ccccc2)ccc1Cl. Results: hERG_inhib (hERG inhibition (general)): blocker. (6) The drug is CCN(CCCNC(=O)Cn1ncc2c([nH]c3ccccc32)c1=O)Cc1ccccc1. Results: hERG_inhib (hERG inhibition (general)): blocker.